Dataset: Forward reaction prediction with 1.9M reactions from USPTO patents (1976-2016). Task: Predict the product of the given reaction. (1) The product is: [CH2:1]([O:11][C:12]1[CH:28]=[CH:27][C:15]([C:16]([O:18][C:19]2[CH:24]=[CH:23][C:22]([CH:25]=[O:26])=[CH:21][CH:20]=2)=[O:17])=[CH:14][CH:13]=1)[CH2:2][CH2:3][CH2:4][CH2:5][CH2:6][CH2:7][CH2:8][CH2:9][CH2:10][CH2:29][CH3:30]. Given the reactants [CH2:1]([O:11][C:12]1[CH:28]=[CH:27][C:15]([C:16]([O:18][C:19]2[CH:24]=[CH:23][C:22]([CH:25]=[O:26])=[CH:21][CH:20]=2)=[O:17])=[CH:14][CH:13]=1)[CH2:2][CH2:3][CH2:4][CH2:5][CH2:6][CH2:7][CH2:8][CH2:9][CH3:10].[CH2:29](OC1C=CC(C(OC)=O)=CC=1)[CH2:30]CCCCCCCCCC.[OH-].[K+].C(Cl)(=O)C(Cl)=O.OC1C=CC(C=O)=CC=1.C(N(CC)CC)C, predict the reaction product. (2) Given the reactants [C:1]1(=[O:6])[O:5][CH2:4][CH2:3][CH2:2]1.OS(O)(=O)=O.C([O-])([O-])=O.[Ca+2].[CH3:17][CH2:18][OH:19], predict the reaction product. The product is: [OH:19][CH2:18][CH2:17][CH2:2][C:1]([O:5][CH2:4][CH3:3])=[O:6]. (3) Given the reactants [N:1]1[CH:6]=[CH:5][CH:4]=[C:3]([C:7]2([CH2:13][NH:14][C:15]([C:17]3[S:21][C:20]([NH:22]C(OC(C)(C)C)=O)=[N:19]C=3C)=[O:16])[CH2:12][CH2:11][CH2:10][CH2:9][CH2:8]2)[CH:2]=1.[C:31](O)([C:33]([F:36])([F:35])[F:34])=O, predict the reaction product. The product is: [N:1]1[CH:6]=[CH:5][CH:4]=[C:3]([C:7]2([CH2:13][NH:14][C:15]([C:17]3[S:21][C:20]([NH2:22])=[N:19][C:31]=3[C:33]([F:36])([F:35])[F:34])=[O:16])[CH2:8][CH2:9][CH2:10][CH2:11][CH2:12]2)[CH:2]=1.